Dataset: Forward reaction prediction with 1.9M reactions from USPTO patents (1976-2016). Task: Predict the product of the given reaction. (1) Given the reactants [NH:1]1[C:9]2[C:4](=[CH:5][CH:6]=[C:7]([NH:10][C:11]3[N:20]=[C:19]([NH:21][C@@H:22]4[CH2:27][CH2:26][CH2:25][CH2:24][C@@H:23]4[NH2:28])[CH:18]=[C:17]([C:29]#[N:30])[C:12]=3[C:13](OC)=[O:14])[CH:8]=2)[CH:3]=[N:2]1, predict the reaction product. The product is: [NH:1]1[C:9]2[C:4](=[CH:5][CH:6]=[C:7]([NH:10][C:11]3[C:12]4[C:13](=[O:14])[NH:30][CH2:29][C:17]=4[CH:18]=[C:19]([NH:21][C@@H:22]4[CH2:27][CH2:26][CH2:25][CH2:24][C@@H:23]4[NH2:28])[N:20]=3)[CH:8]=2)[CH:3]=[N:2]1. (2) The product is: [Cl:1][C:2]1[N:10]=[C:9]2[C:5]([N:6]=[C:7]([CH2:17][N:25]3[CH2:30][CH2:29][CH:28]([C:31]([OH:34])([CH3:33])[CH3:32])[CH2:27][CH2:26]3)[N:8]2[CH:11]2[CH2:16][CH2:15][CH2:14][CH2:13][O:12]2)=[C:4]([N:19]2[CH2:24][CH2:23][O:22][CH2:21][CH2:20]2)[N:3]=1. Given the reactants [Cl:1][C:2]1[N:10]=[C:9]2[C:5]([N:6]=[C:7]([CH:17]=O)[N:8]2[CH:11]2[CH2:16][CH2:15][CH2:14][CH2:13][O:12]2)=[C:4]([N:19]2[CH2:24][CH2:23][O:22][CH2:21][CH2:20]2)[N:3]=1.[NH:25]1[CH2:30][CH2:29][CH:28]([C:31]([OH:34])([CH3:33])[CH3:32])[CH2:27][CH2:26]1.C(O[BH-](OC(=O)C)OC(=O)C)(=O)C.[Na+], predict the reaction product. (3) The product is: [O:1]=[C:2]([C:7]1[CH:8]=[CH:9][C:10]([C:11]([OH:13])=[O:12])=[CH:16][CH:17]=1)[CH:3]([CH3:6])[CH2:4][CH3:5]. Given the reactants [O:1]=[C:2]([C:7]1[CH:17]=[CH:16][C:10]([C:11]([O:13]CC)=[O:12])=[CH:9][CH:8]=1)[CH:3]([CH3:6])[CH2:4][CH3:5], predict the reaction product. (4) The product is: [NH2:1][C:4]1[CH:9]=[CH:8][C:7]([P:10](=[O:17])([O:11][CH2:12][CH3:13])[O:14][CH2:15][CH3:16])=[CH:6][CH:5]=1. Given the reactants [N+:1]([C:4]1[CH:9]=[CH:8][C:7]([P:10](=[O:17])([O:14][CH2:15][CH3:16])[O:11][CH2:12][CH3:13])=[CH:6][CH:5]=1)([O-])=O, predict the reaction product. (5) The product is: [OH:1][C:2]1[CH:24]=[CH:23][C:5]2[C:6](=[O:22])/[C:7](=[CH:9]/[C:10]3[C:18]4[C:13](=[CH:14][CH:15]=[C:16]([N+:19]([O-:21])=[O:20])[CH:17]=4)[NH:12][CH:11]=3)/[O:8][C:4]=2[C:3]=1[CH2:38][N:35]1[CH2:36][CH2:37][N:32]([C:30]([O:29][C:25]([CH3:28])([CH3:26])[CH3:27])=[O:31])[CH2:33][CH2:34]1. Given the reactants [OH:1][C:2]1[CH:24]=[CH:23][C:5]2[C:6](=[O:22])/[C:7](=[CH:9]/[C:10]3[C:18]4[C:13](=[CH:14][CH:15]=[C:16]([N+:19]([O-:21])=[O:20])[CH:17]=4)[NH:12][CH:11]=3)/[O:8][C:4]=2[CH:3]=1.[C:25]([O:29][C:30]([N:32]1[CH2:37][CH2:36][NH:35][CH2:34][CH2:33]1)=[O:31])([CH3:28])([CH3:27])[CH3:26].[CH2:38]=O, predict the reaction product. (6) Given the reactants Br[C:2]1[C:11]2[C:6](=[CH:7][CH:8]=[CH:9][CH:10]=2)[C:5]([Br:12])=[CH:4][CH:3]=1.[Cu](C#N)[C:14]#[N:15], predict the reaction product. The product is: [Br:12][C:5]1[C:6]2[C:11](=[CH:10][CH:9]=[CH:8][CH:7]=2)[C:2]([C:14]#[N:15])=[CH:3][CH:4]=1.